From a dataset of Full USPTO retrosynthesis dataset with 1.9M reactions from patents (1976-2016). Predict the reactants needed to synthesize the given product. (1) Given the product [CH3:22][C:18]([N:15]1[CH2:16][CH2:17][N:12]([CH2:11][C:9]2[S:10][C:5]3[C:4]([N:24]4[CH2:29][CH2:28][O:27][CH2:26][CH2:25]4)=[N:3][C:2]([N:32]4[C:33]5[CH:39]=[CH:38][CH:37]=[CH:36][C:34]=5[N:35]=[C:31]4[CH3:30])=[N:7][C:6]=3[CH:8]=2)[CH2:13][CH2:14]1)([CH3:23])[C:19]([NH2:21])=[O:20], predict the reactants needed to synthesize it. The reactants are: Cl[C:2]1[N:3]=[C:4]([N:24]2[CH2:29][CH2:28][O:27][CH2:26][CH2:25]2)[C:5]2[S:10][C:9]([CH2:11][N:12]3[CH2:17][CH2:16][N:15]([C:18]([CH3:23])([CH3:22])[C:19]([NH2:21])=[O:20])[CH2:14][CH2:13]3)=[CH:8][C:6]=2[N:7]=1.[CH3:30][C:31]1[NH:32][C:33]2[CH:39]=[CH:38][CH:37]=[CH:36][C:34]=2[N:35]=1. (2) Given the product [CH3:31][O:32][C:33]1[C:34](/[CH:43]=[CH:1]/[C:3]2[N:4]=[C:5]3[C:10]([N:11]4[CH2:16][CH2:15][O:14][CH2:13][CH2:12]4)=[CH:9][CH:8]=[N:7][N:6]3[C:17]=2[C:18]2[CH:30]=[CH:29][C:21]([C:22]([O:24][C:25]([CH3:26])([CH3:28])[CH3:27])=[O:23])=[CH:20][CH:19]=2)=[N:35][C:36]2[C:41]([CH:42]=1)=[CH:40][CH:39]=[CH:38][CH:37]=2, predict the reactants needed to synthesize it. The reactants are: [CH:1]([C:3]1[N:4]=[C:5]2[C:10]([N:11]3[CH2:16][CH2:15][O:14][CH2:13][CH2:12]3)=[CH:9][CH:8]=[N:7][N:6]2[C:17]=1[C:18]1[CH:30]=[CH:29][C:21]([C:22]([O:24][C:25]([CH3:28])([CH3:27])[CH3:26])=[O:23])=[CH:20][CH:19]=1)=O.[CH3:31][O:32][C:33]1[C:34]([CH3:43])=[N:35][C:36]2[C:41]([CH:42]=1)=[CH:40][CH:39]=[CH:38][CH:37]=2.C[Si](Cl)(C)C.CCOC(C)=O. (3) Given the product [CH3:12][N:9]1[C:10]2[C:6](=[CH:5][CH:4]=[C:3]([CH:2]=[O:1])[CH:11]=2)[C:7]([CH3:14])([CH3:15])[C:8]1=[O:13], predict the reactants needed to synthesize it. The reactants are: [OH:1][CH2:2][C:3]1[CH:11]=[C:10]2[C:6]([C:7]([CH3:15])([CH3:14])[C:8](=[O:13])[N:9]2[CH3:12])=[CH:5][CH:4]=1.